This data is from Peptide-MHC class II binding affinity with 134,281 pairs from IEDB. The task is: Regression. Given a peptide amino acid sequence and an MHC pseudo amino acid sequence, predict their binding affinity value. This is MHC class II binding data. (1) The peptide sequence is KYMVIQGEPGRVIRG. The MHC is HLA-DQA10104-DQB10503 with pseudo-sequence HLA-DQA10104-DQB10503. The binding affinity (normalized) is 0.0360. (2) The peptide sequence is YDKFLANVHTVLTGK. The MHC is DRB1_0405 with pseudo-sequence DRB1_0405. The binding affinity (normalized) is 0.536. (3) The peptide sequence is KILEPFRKYTAFTIP. The MHC is H-2-IAb with pseudo-sequence H-2-IAb. The binding affinity (normalized) is 0.326. (4) The peptide sequence is EAIIRILQQLLFIHFRIGCQHSR. The MHC is HLA-DPA10103-DPB10401 with pseudo-sequence HLA-DPA10103-DPB10401. The binding affinity (normalized) is 0.563. (5) The binding affinity (normalized) is 0.750. The MHC is DRB1_0101 with pseudo-sequence DRB1_0101. The peptide sequence is GTSFVYVPSALNPAD.